Dataset: Forward reaction prediction with 1.9M reactions from USPTO patents (1976-2016). Task: Predict the product of the given reaction. (1) Given the reactants Br[C:2]1[CH:3]=[C:4]([CH:8]2[O:13]CCCO2)[CH:5]=[CH:6][CH:7]=1.[CH3:14][CH:15]1[O:20][CH:19]([CH3:21])[CH2:18][NH:17][CH2:16]1.CC([O-])(C)C.[Na+].Cl.[OH-].[Na+], predict the reaction product. The product is: [CH3:21][CH:19]1[CH2:18][N:17]([C:2]2[CH:3]=[C:4]([CH:5]=[CH:6][CH:7]=2)[CH:8]=[O:13])[CH2:16][CH:15]([CH3:14])[O:20]1. (2) The product is: [Cl-:67].[CH3:63][CH:62]=[CH:61][N+:66]1[CH:54]=[CH:55][NH:56][CH:57]=1.[CH:75]([N:76]1[CH2:77][CH2:4][CH2:2][C:1]1=[O:6])=[CH2:74]. Given the reactants [C:1]([O:6][CH2:1][CH3:2])(=[O:6])[C:2]([CH3:4])=[CH2:4].S(OC)(OC)(=O)=O.C(OCC)(=O)C(C)=C.C(OCCCCCCCC/C=C\CCCCCCCC)(=O)C(C)=C.C(O[CH2:54][CH2:55][N:56](CC)[CH2:57]C)(=O)C(C)=C.[C:61]([NH2:66])(=O)[C:62](C)=[CH2:63].[Cl-:67].C(O[CH2:74][CH2:75][N+:76](C)(C)[CH3:77])(=O)C(C)=C, predict the reaction product.